Dataset: Forward reaction prediction with 1.9M reactions from USPTO patents (1976-2016). Task: Predict the product of the given reaction. (1) Given the reactants [C:1]([C:5]1[O:9][N:8]=[C:7]([NH:10][C:11](=[O:30])[CH2:12][C:13]2[CH:18]=[CH:17][C:16]([C:19]3[CH:20]=[C:21]4[C:27]([CH:28]=O)=[CH:26][NH:25][C:22]4=[N:23][CH:24]=3)=[CH:15][CH:14]=2)[CH:6]=1)([CH3:4])([CH3:3])[CH3:2].CN.CCO.[C:36]([BH3-])#[N:37].[Na+].[BH4-].[Na+], predict the reaction product. The product is: [C:1]([C:5]1[O:9][N:8]=[C:7]([NH:10][C:11](=[O:30])[CH2:12][C:13]2[CH:14]=[CH:15][C:16]([C:19]3[CH:20]=[C:21]4[C:27]([CH2:28][NH:37][CH3:36])=[CH:26][NH:25][C:22]4=[N:23][CH:24]=3)=[CH:17][CH:18]=2)[CH:6]=1)([CH3:2])([CH3:3])[CH3:4]. (2) Given the reactants [C:1]([C:5]1[CH:6]=[C:7]([NH:18][C:19]([NH:21][C:22]2[C:31]3[C:26](=[CH:27][CH:28]=[CH:29][CH:30]=3)[C:25]([O:32][C:33]3[CH:38]=[CH:37][N:36]=[C:35](Cl)[N:34]=3)=[CH:24][CH:23]=2)=[O:20])[C:8]([O:16][CH3:17])=[C:9]([NH:11][S:12]([CH3:15])(=[O:14])=[O:13])[CH:10]=1)([CH3:4])([CH3:3])[CH3:2].[CH3:40][O:41][C:42]1[CH:43]=[C:44]([CH:46]=[C:47]([O:49][CH2:50][CH2:51][O:52][CH2:53][CH2:54][O:55][CH3:56])[CH:48]=1)[NH2:45], predict the reaction product. The product is: [C:1]([C:5]1[CH:6]=[C:7]([NH:18][C:19]([NH:21][C:22]2[C:31]3[C:26](=[CH:27][CH:28]=[CH:29][CH:30]=3)[C:25]([O:32][C:33]3[CH:38]=[CH:37][N:36]=[C:35]([NH:45][C:44]4[CH:46]=[C:47]([O:49][CH2:50][CH2:51][O:52][CH2:53][CH2:54][O:55][CH3:56])[CH:48]=[C:42]([O:41][CH3:40])[CH:43]=4)[N:34]=3)=[CH:24][CH:23]=2)=[O:20])[C:8]([O:16][CH3:17])=[C:9]([NH:11][S:12]([CH3:15])(=[O:14])=[O:13])[CH:10]=1)([CH3:4])([CH3:3])[CH3:2]. (3) Given the reactants CC(N=NC(C#N)(C)C)(C#N)C.[CH2:13]1[C:18](=O)[N:17](Br)[C:15](=[O:16])[CH2:14]1.CC1[CH:31]=[C:30]([N+:32]([O-:34])=[O:33])[CH:29]=[CH:28]C=1C(OC)=O, predict the reaction product. The product is: [N+:32]([C:30]1[CH:31]=[C:13]2[C:14](=[CH:28][CH:29]=1)[C:15](=[O:16])[NH:17][CH2:18]2)([O-:34])=[O:33]. (4) Given the reactants [H-].[Na+].[Cl:3][C:4]1[CH:5]=[C:6]([CH2:11]C#N)[CH:7]=[CH:8][C:9]=1[F:10].CO[C:16]([C:18]1[CH:23]=[CH:22][CH:21]=[C:20]([CH3:24])[N:19]=1)=[O:17].Cl, predict the reaction product. The product is: [Cl:3][C:4]1[CH:5]=[C:6]([CH2:11][C:16]([C:18]2[CH:23]=[CH:22][CH:21]=[C:20]([CH3:24])[N:19]=2)=[O:17])[CH:7]=[CH:8][C:9]=1[F:10]. (5) The product is: [CH2:1]([O:12][C:11](=[O:13])[C:10]1[CH:14]=[C:6]([Br:5])[C:7]([O:16][CH2:23][C:24]2[CH:29]=[CH:28][CH:27]=[CH:26][CH:25]=2)=[CH:8][C:9]=1[O:15][CH2:23][C:24]1[CH:29]=[CH:28][CH:27]=[CH:26][CH:25]=1)[C:2]1[CH:4]=[CH:10][CH:14]=[CH:6][CH:7]=1. Given the reactants [CH3:1][C:2]([CH3:4])=O.[Br:5][C:6]1[C:7]([OH:16])=[CH:8][C:9]([OH:15])=[C:10]([CH:14]=1)[C:11]([OH:13])=[O:12].C(=O)([O-])[O-].[K+].[K+].[CH2:23](Br)[C:24]1[CH:29]=[CH:28][CH:27]=[CH:26][CH:25]=1, predict the reaction product. (6) Given the reactants [NH2:1][C@H:2]([C:4]([NH:6][OH:7])=[O:5])[CH3:3].CO.[CH3:10][C:11]([CH:13]=O)=O.[OH-].[Na+], predict the reaction product. The product is: [CH3:3][C:2]1[N:1]=[C:11]([CH3:13])[CH:10]=[N+:6]([O-:7])[C:4]=1[OH:5].